This data is from Full USPTO retrosynthesis dataset with 1.9M reactions from patents (1976-2016). The task is: Predict the reactants needed to synthesize the given product. (1) Given the product [CH2:10]([C:6]1[CH:7]=[CH:8][CH:9]=[C:4]([CH2:2][CH3:3])[C:5]=1[NH:12][C:13]([C:15]1[C:19]2[CH2:20][CH2:21][C:22]3[CH:23]=[N:24][C:25]([NH:28][CH:29]4[CH2:30][CH2:31][N:32]([S:48]([CH:47]=[CH2:46])(=[O:50])=[O:49])[CH2:33][CH2:34]4)=[N:26][C:27]=3[C:18]=2[N:17]([CH3:35])[N:16]=1)=[O:14])[CH3:11], predict the reactants needed to synthesize it. The reactants are: Cl.[CH2:2]([C:4]1[CH:9]=[CH:8][CH:7]=[C:6]([CH2:10][CH3:11])[C:5]=1[NH:12][C:13]([C:15]1[C:19]2[CH2:20][CH2:21][C:22]3[CH:23]=[N:24][C:25]([NH:28][CH:29]4[CH2:34][CH2:33][NH:32][CH2:31][CH2:30]4)=[N:26][C:27]=3[C:18]=2[N:17]([CH3:35])[N:16]=1)=[O:14])[CH3:3].CCN(C(C)C)C(C)C.Cl[CH2:46][CH2:47][S:48](Cl)(=[O:50])=[O:49]. (2) The reactants are: [CH2:1]([C:5]1[O:6][C:7]2[CH:13]=[CH:12][C:11]([NH2:14])=[CH:10][C:8]=2[CH:9]=1)[CH2:2][CH2:3][CH3:4].[CH3:15][S:16](O[S:16]([CH3:15])(=[O:18])=[O:17])(=[O:18])=[O:17].CS(Cl)(=O)=O.[F-]. Given the product [CH2:1]([C:5]1[O:6][C:7]2[CH:13]=[CH:12][C:11]([NH:14][S:16]([CH3:15])(=[O:18])=[O:17])=[CH:10][C:8]=2[CH:9]=1)[CH2:2][CH2:3][CH3:4], predict the reactants needed to synthesize it. (3) Given the product [CH:17]([OH:31])=[O:16].[NH2:2][C:3]1[N:8]=[CH:7][N:6]=[C:5]2[N:9]([CH:13]([C:15]3[O:16][C:17](=[O:31])[C:18]4[C:23]([C:24]=3[C:25]3[CH2:26][CH2:27][N:28]([CH:38]5[CH2:39][CH2:40][N:35]([CH:32]([CH3:34])[CH3:33])[CH2:36][CH2:37]5)[CH2:29][CH:30]=3)=[CH:22][CH:21]=[CH:20][CH:19]=4)[CH3:14])[N:10]=[C:11]([I:12])[C:4]=12, predict the reactants needed to synthesize it. The reactants are: Cl.[NH2:2][C:3]1[N:8]=[CH:7][N:6]=[C:5]2[N:9]([CH:13]([C:15]3[O:16][C:17](=[O:31])[C:18]4[C:23]([C:24]=3[C:25]3[CH2:26][CH2:27][NH:28][CH2:29][CH:30]=3)=[CH:22][CH:21]=[CH:20][CH:19]=4)[CH3:14])[N:10]=[C:11]([I:12])[C:4]=12.[CH:32]([N:35]1[CH2:40][CH2:39][C:38](=O)[CH2:37][CH2:36]1)([CH3:34])[CH3:33].CCN(C(C)C)C(C)C.S([O-])([O-])(=O)=O.[Na+].[Na+].C(O)(=O)C.C(O[BH-](OC(=O)C)OC(=O)C)(=O)C.[Na+]. (4) Given the product [CH2:26]([N:8]([CH2:1][C:2]1[CH:3]=[CH:4][CH:5]=[CH:6][CH:7]=1)[C@H:9]1[CH2:10][CH2:11][C@H:12]([O:15][CH2:16][CH2:17][CH2:18][OH:19])[CH2:13][CH2:14]1)[C:27]1[CH:28]=[CH:29][CH:30]=[CH:31][CH:32]=1, predict the reactants needed to synthesize it. The reactants are: [CH2:1]([N:8]([CH2:26][C:27]1[CH:32]=[CH:31][CH:30]=[CH:29][CH:28]=1)[C@H:9]1[CH2:14][CH2:13][C@H:12]([O:15][CH2:16][CH2:17][CH2:18][O:19]C2CCCCO2)[CH2:11][CH2:10]1)[C:2]1[CH:7]=[CH:6][CH:5]=[CH:4][CH:3]=1.Cl.C(=O)(O)[O-].[Na+]. (5) The reactants are: [CH3:1][C:2]1([CH3:14])[C@@H:4]([C:5]2[CH:10]=[CH:9][CH:8]=[CH:7][CH:6]=2)[C@@H:3]1[C:11]([OH:13])=O.[F:15][C:16]([F:24])([F:23])[C:17]1[CH:21]=[C:20]([NH2:22])[NH:19][N:18]=1. Given the product [CH3:14][C:2]1([CH3:1])[C@@H:4]([C:5]2[CH:6]=[CH:7][CH:8]=[CH:9][CH:10]=2)[C@@H:3]1[C:11]([NH:22][C:20]1[NH:19][N:18]=[C:17]([C:16]([F:24])([F:23])[F:15])[CH:21]=1)=[O:13], predict the reactants needed to synthesize it. (6) Given the product [Br:8][C:6]1[CH:5]=[CH:4][C:3]([CH2:9][Br:17])=[C:2]([Cl:1])[CH:7]=1, predict the reactants needed to synthesize it. The reactants are: [Cl:1][C:2]1[CH:7]=[C:6]([Br:8])[CH:5]=[CH:4][C:3]=1[CH3:9].C1C(=O)N([Br:17])C(=O)C1.CC(N=NC(C#N)(C)C)(C#N)C.O. (7) Given the product [CH3:1][N:2]1[CH2:3][CH:4]=[C:5]([CH:8]([CH3:14])[C:9]([O:11][CH2:12][CH3:13])=[O:10])[CH2:6][CH2:7]1, predict the reactants needed to synthesize it. The reactants are: [CH3:1][N:2]1[CH2:7][CH2:6][C:5](=[C:8]([CH3:14])[C:9]([O:11][CH2:12][CH3:13])=[O:10])[CH2:4][CH2:3]1.[H-].[Al+3].[Li+].[H-].[H-].[H-].